This data is from Reaction yield outcomes from USPTO patents with 853,638 reactions. The task is: Predict the reaction yield, written as a fraction of the theoretical maximum amount of product (1.0 means a 100% yield; for example, 0.34 means a 34% yield). (1) The reactants are F[C:2]1[C:3]([I:8])=[N:4][CH:5]=[CH:6][CH:7]=1.[CH3:9][S-:10].[Na+]. The catalyst is CN(C=O)C. The product is [I:8][C:3]1[C:2]([S:10][CH3:9])=[CH:7][CH:6]=[CH:5][N:4]=1. The yield is 0.470. (2) The reactants are C(Cl)(=O)C(Cl)=O.CS(C)=O.[C:11]([O:15][C:16]([NH:18][C:19]([CH2:38][OH:39])([CH2:25][CH2:26][CH2:27][CH2:28][B:29]1[O:33][C:32]([CH3:35])([CH3:34])[C:31]([CH3:37])([CH3:36])[O:30]1)[C:20]([O:22][CH2:23][CH3:24])=[O:21])=[O:17])([CH3:14])([CH3:13])[CH3:12].C(N(CC)CC)C. The catalyst is ClCCl. The product is [C:11]([O:15][C:16]([NH:18][C:19]([CH:38]=[O:39])([CH2:25][CH2:26][CH2:27][CH2:28][B:29]1[O:30][C:31]([CH3:37])([CH3:36])[C:32]([CH3:35])([CH3:34])[O:33]1)[C:20]([O:22][CH2:23][CH3:24])=[O:21])=[O:17])([CH3:14])([CH3:12])[CH3:13]. The yield is 0.570. (3) The catalyst is CN1CCCC1=O. The product is [CH3:15][C:16]([CH3:20])([C:17]([N:7]1[CH2:6][CH2:5][N:4]([C:8]2[CH:13]=[CH:12][C:11]([Cl:14])=[CH:10][CH:9]=2)[CH2:3][CH2:2]1)=[O:18])[CH2:19][N:25]1[CH2:26][CH2:27][N:22]([CH3:21])[CH2:23][CH2:24]1. The yield is 0.364. The reactants are Br[CH:2]1[NH:7][CH2:6][CH2:5][N:4]([C:8]2[CH:13]=[CH:12][C:11]([Cl:14])=[CH:10][CH:9]=2)[CH2:3]1.[CH3:15][C:16]([CH3:20])([CH3:19])[CH:17]=[O:18].[CH3:21][N:22]1[CH2:27][CH2:26][NH:25][CH2:24][CH2:23]1. (4) The reactants are [Cl:1][C:2]1[CH:9]=[CH:8][C:5]([CH2:6][NH2:7])=[CH:4][CH:3]=1.C(N)C1C=CC=CC=1.[NH2:18][C:19]1[S:20][C:21]([C:25](O)=[O:26])=[C:22]([CH3:24])[N:23]=1. No catalyst specified. The product is [Cl:1][C:2]1[CH:9]=[CH:8][C:5]([CH2:6][NH:7][C:25]([C:21]2[S:20][C:19]([NH2:18])=[N:23][C:22]=2[CH3:24])=[O:26])=[CH:4][CH:3]=1. The yield is 0.150. (5) The reactants are [C:1]([O:4][C@H:5]1[C@@H:20]([O:21][C:22](=[O:24])[CH3:23])[C@H:19]([O:25][C:26](=[O:28])[CH3:27])[C@@H:18]([CH2:29][O:30][C:31](=[O:33])[CH3:32])[O:17][C@@H:6]1[O:7][C:8]1[CH:13]=[CH:12][C:11](I)=[CH:10][C:9]=1[O:15][CH3:16])(=[O:3])[CH3:2].[N+:34]([C:37]1[CH:38]=[C:39]2[C:43](=[CH:44][CH:45]=1)[NH:42][CH:41]=[CH:40]2)([O-:36])=[O:35]. No catalyst specified. The product is [C:1]([O:4][C@H:5]1[C@@H:20]([O:21][C:22](=[O:24])[CH3:23])[C@H:19]([O:25][C:26](=[O:28])[CH3:27])[C@@H:18]([CH2:29][O:30][C:31](=[O:33])[CH3:32])[O:17][C@@H:6]1[O:7][C:8]1[CH:13]=[CH:12][C:11]([N:42]2[C:43]3[C:39](=[CH:38][C:37]([N+:34]([O-:36])=[O:35])=[CH:45][CH:44]=3)[CH:40]=[CH:41]2)=[CH:10][C:9]=1[O:15][CH3:16])(=[O:3])[CH3:2]. The yield is 0.880. (6) The reactants are [Br:1][C:2]1[CH:9]=[CH:8][C:5]([CH:6]=[O:7])=[C:4]([F:10])[CH:3]=1.O.[C:12]1(C)C=CC(S(O)(=O)=O)=CC=1.[C:23](=[O:26])([O-])[O-].[Na+].[Na+]. The catalyst is CO. The product is [Br:1][C:2]1[CH:9]=[CH:8][C:5]([CH:6]([O:26][CH3:23])[O:7][CH3:12])=[C:4]([F:10])[CH:3]=1. The yield is 0.970.